Task: Predict which catalyst facilitates the given reaction.. Dataset: Catalyst prediction with 721,799 reactions and 888 catalyst types from USPTO (1) Reactant: [N+:1]([C:4]1[S:5][CH:6]=[C:7]2[C:11](=[O:12])[N:10]([C:13]3([CH3:21])[CH2:18][CH2:17][C:16](=[O:19])[NH:15][C:14]3=[O:20])[C:9](=[O:22])[C:8]=12)([O-])=O.[O-]S(S([O-])=O)=O.[Na+].[Na+]. Product: [NH2:1][C:4]1[S:5][CH:6]=[C:7]2[C:11](=[O:12])[N:10]([C:13]3([CH3:21])[CH2:18][CH2:17][C:16](=[O:19])[NH:15][C:14]3=[O:20])[C:9](=[O:22])[C:8]=12. The catalyst class is: 95. (2) Reactant: O[CH2:2][C:3]1[N:7]([CH2:8][CH:9]([OH:11])[CH3:10])[N:6]=[C:5]([N+:12]([O-:14])=[O:13])[CH:4]=1.P(Br)(Br)([Br:17])=O. Product: [Br:17][CH2:2][C:3]1[N:7]([CH2:8][CH:9]([OH:11])[CH3:10])[N:6]=[C:5]([N+:12]([O-:14])=[O:13])[CH:4]=1. The catalyst class is: 22. (3) Reactant: [F:1][C:2]1[CH:7]=[CH:6][C:5]([C:8]2[C:9]3[N:10]([N:14]=[C:15]([NH2:17])[N:16]=3)[CH:11]=[CH:12][N:13]=2)=[CH:4][CH:3]=1.Br[C:19]1[CH:24]=[CH:23][C:22]([N:25]2[CH:29]=[C:28]([CH3:30])[N:27]=[CH:26]2)=[C:21]([O:31][CH3:32])[CH:20]=1. Product: [F:1][C:2]1[CH:7]=[CH:6][C:5]([C:8]2[C:9]3[N:10]([N:14]=[C:15]([NH:17][C:19]4[CH:24]=[CH:23][C:22]([N:25]5[CH:29]=[C:28]([CH3:30])[N:27]=[CH:26]5)=[C:21]([O:31][CH3:32])[CH:20]=4)[N:16]=3)[CH:11]=[CH:12][N:13]=2)=[CH:4][CH:3]=1. The catalyst class is: 238. (4) Reactant: [NH:1]1[C:10]2[CH:9]=[C:8]3[O:11][CH2:12][CH2:13][O:14][CH2:15][CH2:16][O:17][CH2:18][CH2:19][O:20][C:7]3=[CH:6][C:5]=2[C:4](=[O:21])[CH:3]=[CH:2]1.C(=O)([O-])[O-].[Cs+].[Cs+].F[C:29]1[CH:34]=[CH:33][C:32]([N+:35]([O-:37])=[O:36])=[CH:31][C:30]=1[F:38]. Product: [F:38][C:30]1[CH:31]=[C:32]([N+:35]([O-:37])=[O:36])[CH:33]=[CH:34][C:29]=1[O:21][C:4]1[C:5]2[CH:6]=[C:7]3[O:20][CH2:19][CH2:18][O:17][CH2:16][CH2:15][O:14][CH2:13][CH2:12][O:11][C:8]3=[CH:9][C:10]=2[N:1]=[CH:2][CH:3]=1. The catalyst class is: 726. (5) Reactant: C[N:2](C)/[C:3](/[CH3:39])=[CH:4]\[C:5]([C:7]1[N:8]=[CH:9][N:10]2[C:15]3[CH:16]=[CH:17][CH:18]=[C:19]([CH2:20][CH2:21][N:22]4[CH2:27][CH2:26][CH:25]([C:28]5[CH:37]=[CH:36][CH:35]=[C:34]6[C:29]=5[CH:30]=[CH:31][C:32]([CH3:38])=[N:33]6)[CH2:24][CH2:23]4)[C:14]=3[O:13][CH2:12][C:11]=12)=[O:6].[ClH:41].NO. Product: [ClH:41].[ClH:41].[CH3:39][C:3]1[CH:4]=[C:5]([C:7]2[N:8]=[CH:9][N:10]3[C:15]4[CH:16]=[CH:17][CH:18]=[C:19]([CH2:20][CH2:21][N:22]5[CH2:27][CH2:26][CH:25]([C:28]6[CH:37]=[CH:36][CH:35]=[C:34]7[C:29]=6[CH:30]=[CH:31][C:32]([CH3:38])=[N:33]7)[CH2:24][CH2:23]5)[C:14]=4[O:13][CH2:12][C:11]=23)[O:6][N:2]=1. The catalyst class is: 14.